This data is from Full USPTO retrosynthesis dataset with 1.9M reactions from patents (1976-2016). The task is: Predict the reactants needed to synthesize the given product. (1) Given the product [Cl:17][C:18]1[CH:19]=[CH:20][C:21]([N:24]2[CH2:29][CH2:28][N:27]([C:2]3[N:3]=[C:4]([CH2:13][CH2:14][CH2:15][NH2:16])[C:5]4[S:10](=[O:12])(=[O:11])[CH2:9][CH2:8][C:6]=4[N:7]=3)[CH2:26][CH2:25]2)=[CH:22][CH:23]=1, predict the reactants needed to synthesize it. The reactants are: Cl[C:2]1[N:3]=[C:4]([CH2:13][CH2:14][CH2:15][NH2:16])[C:5]2[S:10](=[O:12])(=[O:11])[CH2:9][CH2:8][C:6]=2[N:7]=1.[Cl:17][C:18]1[CH:23]=[CH:22][C:21]([N:24]2[CH2:29][CH2:28][NH:27][CH2:26][CH2:25]2)=[CH:20][CH:19]=1. (2) Given the product [CH3:17][O:16][N:15]([CH3:14])[C:10](=[O:12])[CH2:9][NH:8][C:6](=[O:7])[O:5][C:1]([CH3:2])([CH3:3])[CH3:4], predict the reactants needed to synthesize it. The reactants are: [C:1]([O:5][C:6]([NH:8][CH2:9][C:10]([OH:12])=O)=[O:7])([CH3:4])([CH3:3])[CH3:2].Cl.[CH3:14][NH:15][O:16][CH3:17].CCN=C=NCCCN(C)C.Cl.C(N(CC)CC)C. (3) Given the product [CH2:7]1[CH:12]([CH2:13][N:14]2[C:19](=[O:20])[CH:18]=[CH:17][C:15]2=[O:16])[CH2:11][CH2:10][CH:9]([C:21]([O:23][N:24]2[C:25](=[O:26])[CH2:27][CH2:28][C:29]2=[O:30])=[O:22])[CH2:8]1.[SH:1][CH2:2][CH2:3][C:4]([OH:6])=[O:5].[CH2:7]1[CH:12]([CH2:13][N:14]2[C:19](=[O:20])[CH:18]=[CH:17][C:15]2=[O:16])[CH2:11][CH2:10][CH:9]([C:21]([O:23][N:24]2[C:25](=[O:26])[CH2:27][CH2:28][C:29]2=[O:30])=[O:22])[CH2:8]1, predict the reactants needed to synthesize it. The reactants are: [SH:1][CH2:2][CH2:3][C:4]([OH:6])=[O:5].[CH2:7]1[CH:12]([CH2:13][N:14]2[C:19](=[O:20])[CH:18]=[CH:17][C:15]2=[O:16])[CH2:11][CH2:10][CH:9]([C:21]([O:23][N:24]2[C:29](=[O:30])[CH2:28][CH2:27][C:25]2=[O:26])=[O:22])[CH2:8]1.C(N(CC)C(C)C)(C)C. (4) Given the product [N+:35]([C:19]1[CH:20]=[C:21]([C@H:24]2[CH2:29][CH2:28][C@H:27]([CH2:30][C:31]([O:33][CH3:34])=[O:32])[CH2:26][CH2:25]2)[CH:22]=[CH:23][C:18]=1[NH:17][C:15]([C:14]1[O:38][C:10]([NH:9][C:4]2[CH:5]=[CH:6][C:7]([F:8])=[C:2]([F:1])[CH:3]=2)=[N:13][N:12]=1)=[O:16])([O-:37])=[O:36], predict the reactants needed to synthesize it. The reactants are: [F:1][C:2]1[CH:3]=[C:4]([N:9]=[C:10]=S)[CH:5]=[CH:6][C:7]=1[F:8].[NH:12]([C:14](=[O:38])[C:15]([NH:17][C:18]1[CH:23]=[CH:22][C:21]([C@H:24]2[CH2:29][CH2:28][C@H:27]([CH2:30][C:31]([O:33][CH3:34])=[O:32])[CH2:26][CH2:25]2)=[CH:20][C:19]=1[N+:35]([O-:37])=[O:36])=[O:16])[NH2:13].CCN=C=NCCCN(C)C. (5) Given the product [C:22]([S:21][C:18]1[CH:19]=[C:20]2[C:15](=[CH:16][C:17]=1[O:26][CH:34]([CH3:36])[CH3:35])[N:14]=[CH:13][N:12]=[C:11]2[NH:10][C:8]1[CH:7]=[CH:6][C:5]2[S:1][CH:2]=[N:3][C:4]=2[CH:9]=1)([CH3:23])([CH3:25])[CH3:24], predict the reactants needed to synthesize it. The reactants are: [S:1]1[C:5]2[CH:6]=[CH:7][C:8]([NH:10][C:11]3[C:20]4[C:15](=[CH:16][C:17]([OH:26])=[C:18]([S:21][C:22]([CH3:25])([CH3:24])[CH3:23])[CH:19]=4)[N:14]=[CH:13][N:12]=3)=[CH:9][C:4]=2[N:3]=[CH:2]1.C([O-])([O-])=O.[Cs+].[Cs+].I[CH:34]([CH3:36])[CH3:35]. (6) Given the product [Cl:14][C:11]1[C:12]([F:13])=[C:7]([CH:5]2[CH2:6][N:3]([CH:34]([CH3:36])[CH3:33])[CH2:4]2)[C:8]([O:30][CH2:31][CH3:32])=[C:9]([CH:15]([N:17]2[C:21]3=[N:22][CH:23]=[N:24][C:25]([NH2:26])=[C:20]3[C:19]([CH:27]([F:29])[F:28])=[N:18]2)[CH3:16])[CH:10]=1, predict the reactants needed to synthesize it. The reactants are: Cl.Cl.[NH:3]1[CH2:6][CH:5]([C:7]2[C:8]([O:30][CH2:31][CH3:32])=[C:9]([CH:15]([N:17]3[C:21]4=[N:22][CH:23]=[N:24][C:25]([NH2:26])=[C:20]4[C:19]([CH:27]([F:29])[F:28])=[N:18]3)[CH3:16])[CH:10]=[C:11]([Cl:14])[C:12]=2[F:13])[CH2:4]1.[CH3:33][C:34]([CH3:36])=O. (7) Given the product [Br:1][C:2]1[CH:7]=[CH:6][C:5]([CH3:8])=[C:4]2[C:3]=1[NH:9][CH:13]=[CH:12]2, predict the reactants needed to synthesize it. The reactants are: [Br:1][C:2]1[CH:7]=[CH:6][C:5]([CH3:8])=[CH:4][C:3]=1[N+:9]([O-])=O.[CH:12]([Mg]Br)=[CH2:13].[Cl-].[NH4+].C(OCC)(=O)C.